This data is from M1 muscarinic receptor agonist screen with 61,833 compounds. The task is: Binary Classification. Given a drug SMILES string, predict its activity (active/inactive) in a high-throughput screening assay against a specified biological target. The compound is o1c(Cn\2c3nc4n(c(=O)c3cc(c2=N\C(=O)c2cccnc2)C(OCC)=O)cccc4C)ccc1. The result is 1 (active).